This data is from Forward reaction prediction with 1.9M reactions from USPTO patents (1976-2016). The task is: Predict the product of the given reaction. (1) Given the reactants [O:1]=[C:2]1[C:10]2[C:5](=[CH:6][CH:7]=[CH:8][CH:9]=2)[C:4](=[O:11])[N:3]1[CH2:12][CH2:13][CH2:14][CH2:15][NH:16][C@@H:17]1[CH2:22][CH2:21][CH2:20][N:19]([C:23]([NH:25][C:26]2[CH:31]=[CH:30][CH:29]=[CH:28][CH:27]=2)=[O:24])[CH2:18]1.[CH:32]([N:35]=[C:36]=[O:37])([CH3:34])[CH3:33], predict the reaction product. The product is: [O:11]=[C:4]1[C:5]2[C:10](=[CH:9][CH:8]=[CH:7][CH:6]=2)[C:2](=[O:1])[N:3]1[CH2:12][CH2:13][CH2:14][CH2:15][N:16]([C:36]([NH:35][CH:32]([CH3:34])[CH3:33])=[O:37])[C@@H:17]1[CH2:22][CH2:21][CH2:20][N:19]([C:23]([NH:25][C:26]2[CH:31]=[CH:30][CH:29]=[CH:28][CH:27]=2)=[O:24])[CH2:18]1. (2) Given the reactants [CH3:1][N:2]([CH3:4])[NH2:3].[Cl:5][C:6]1[CH:7]=[C:8]([C:13]2([C:28]([F:31])([F:30])[F:29])[O:17][N:16]=[C:15]([C:18]3[CH:26]=[CH:25][C:21]([C:22](Cl)=[O:23])=[C:20]([CH3:27])[CH:19]=3)[CH2:14]2)[CH:9]=[C:10]([Cl:12])[CH:11]=1.O.[OH-].[Na+], predict the reaction product. The product is: [CH3:1][N:2]([CH3:4])[NH:3][C:22](=[O:23])[C:21]1[CH:25]=[CH:26][C:18]([C:15]2[CH2:14][C:13]([C:8]3[CH:9]=[C:10]([Cl:12])[CH:11]=[C:6]([Cl:5])[CH:7]=3)([C:28]([F:31])([F:30])[F:29])[O:17][N:16]=2)=[CH:19][C:20]=1[CH3:27].